Task: Predict which catalyst facilitates the given reaction.. Dataset: Catalyst prediction with 721,799 reactions and 888 catalyst types from USPTO (1) Reactant: [CH3:1][N:2]1[CH2:7][CH2:6][CH:5]([CH2:8][N:9]2[CH2:14][CH2:13][NH:12][CH2:11][CH2:10]2)[CH2:4][CH2:3]1.[CH:15]([NH:28][CH2:29][C:30](O)=[O:31])([C:22]1[CH:27]=[CH:26][CH:25]=[CH:24][CH:23]=1)[C:16]1[CH:21]=[CH:20][CH:19]=[CH:18][CH:17]=1.Cl.C(N=C=NCCCN(C)C)C. Product: [CH:15]([NH:28][CH2:29][C:30]([N:12]1[CH2:13][CH2:14][N:9]([CH2:8][CH:5]2[CH2:6][CH2:7][N:2]([CH3:1])[CH2:3][CH2:4]2)[CH2:10][CH2:11]1)=[O:31])([C:22]1[CH:23]=[CH:24][CH:25]=[CH:26][CH:27]=1)[C:16]1[CH:21]=[CH:20][CH:19]=[CH:18][CH:17]=1. The catalyst class is: 79. (2) Reactant: [Si:1]([O:18][CH2:19][C:20](=O)[CH2:21][C:22]([C:29]1[CH:34]=[CH:33][C:32]([F:35])=[CH:31][CH:30]=1)(O)[C:23](OCC)=[O:24])([C:14]([CH3:17])([CH3:16])[CH3:15])([C:8]1[CH:13]=[CH:12][CH:11]=[CH:10][CH:9]=1)[C:2]1[CH:7]=[CH:6][CH:5]=[CH:4][CH:3]=1.O.[NH2:38][NH2:39]. Product: [Si:1]([O:18][CH2:19][C:20]1[CH:21]=[C:22]([C:29]2[CH:34]=[CH:33][C:32]([F:35])=[CH:31][CH:30]=2)[C:23](=[O:24])[NH:38][N:39]=1)([C:14]([CH3:17])([CH3:16])[CH3:15])([C:8]1[CH:13]=[CH:12][CH:11]=[CH:10][CH:9]=1)[C:2]1[CH:7]=[CH:6][CH:5]=[CH:4][CH:3]=1. The catalyst class is: 15. (3) Reactant: [CH2:1]([NH:5][C:6]1[CH:14]=[CH:13][C:12]([F:15])=[CH:11][C:7]=1[C:8]([OH:10])=O)[CH2:2][CH2:3][CH3:4].[CH3:16][C:17]([NH2:21])([C:19]#[CH:20])[CH3:18].C1C=CC2N(O)N=NC=2C=1.CCN=C=NCCCN(C)C.CCN(C(C)C)C(C)C. Product: [CH2:1]([NH:5][C:6]1[CH:14]=[CH:13][C:12]([F:15])=[CH:11][C:7]=1[C:8]([NH:21][C:17]([CH3:18])([C:19]#[CH:20])[CH3:16])=[O:10])[CH2:2][CH2:3][CH3:4]. The catalyst class is: 2. (4) Reactant: [Cl:1][C:2]1[CH:7]=[CH:6][C:5]([CH:8](O)[C:9]2[C:10]([CH3:29])=[N:11][N:12]([C:19]3[C:20]([O:27][CH3:28])=[N:21][C:22]([O:25][CH3:26])=[N:23][CH:24]=3)[C:13]=2[C:14]([O:16][CH2:17][CH3:18])=[O:15])=[CH:4][CH:3]=1.[NH2:31][C:32]1[CH:33]=[C:34]([Cl:40])[C:35](=[O:39])[N:36]([CH3:38])[CH:37]=1. Product: [Cl:40][C:34]1[C:35](=[O:39])[N:36]([CH3:38])[CH:37]=[C:32]([NH:31][CH:8]([C:5]2[CH:6]=[CH:7][C:2]([Cl:1])=[CH:3][CH:4]=2)[C:9]2[C:10]([CH3:29])=[N:11][N:12]([C:19]3[C:20]([O:27][CH3:28])=[N:21][C:22]([O:25][CH3:26])=[N:23][CH:24]=3)[C:13]=2[C:14]([O:16][CH2:17][CH3:18])=[O:15])[CH:33]=1. The catalyst class is: 25. (5) Reactant: [N:1]1([C:11]([O:13]C(C)(C)C)=O)[CH2:10][C@H:8]([OH:9])[CH2:7][C@H:2]1[C:3]([O:5][CH3:6])=[O:4].C(O)(C(F)(F)F)=O.[NH:25]([C:53]([CH2:55][CH2:56][CH2:57][CH2:58][CH2:59][CH2:60][CH3:61])=[O:54])[C@H:26]([C:42]([NH:44][C@H:45](C(O)=O)[CH2:46][CH:47]([CH3:49])[CH3:48])=[O:43])[CH2:27][C:28]1[CH:33]=[CH:32][C:31]([O:34][CH2:35][C:36]2[CH:41]=[CH:40][CH:39]=[CH:38][CH:37]=2)=[CH:30][CH:29]=1.F[P-](F)(F)(F)(F)F.N1(O[P+](N(C)C)(N(C)C)N(C)C)C2C=CC=CC=2N=N1.CCN(C(C)C)C(C)C. Product: [NH:25]([C:53]([CH2:55][CH2:56][CH2:57][CH2:58][CH2:59][CH2:60][CH3:61])=[O:54])[C@H:26]([C:42]([NH:44][C@H:45]([C:11]([N:1]1[CH2:10][C@H:8]([OH:9])[CH2:7][C@H:2]1[C:3]([O:5][CH3:6])=[O:4])=[O:13])[CH2:46][CH:47]([CH3:49])[CH3:48])=[O:43])[CH2:27][C:28]1[CH:33]=[CH:32][C:31]([O:34][CH2:35][C:36]2[CH:41]=[CH:40][CH:39]=[CH:38][CH:37]=2)=[CH:30][CH:29]=1. The catalyst class is: 2. (6) Reactant: [C:1]([O:5][C:6]([NH:8][C:9]1[CH:14]=[CH:13][N:12]=[C:11]([O:15][CH3:16])[CH:10]=1)=[O:7])([CH3:4])([CH3:3])[CH3:2].CN(C)CCN(C)C.[Li]CCCC.[I:30]I.[Cl-].[NH4+]. Product: [C:1]([O:5][C:6]([NH:8][C:9]1[CH:14]=[CH:13][N:12]=[C:11]([O:15][CH3:16])[C:10]=1[I:30])=[O:7])([CH3:4])([CH3:3])[CH3:2]. The catalyst class is: 385.